Dataset: Forward reaction prediction with 1.9M reactions from USPTO patents (1976-2016). Task: Predict the product of the given reaction. (1) Given the reactants Br[C:2]1[CH:10]=[C:9]2[C:5]([C:6]([CH3:13])([CH3:12])[C:7](=[O:11])[NH:8]2)=[CH:4][CH:3]=1.[CH3:14][C:15]1[N:20]=[CH:19][C:18](B(O)O)=[CH:17][N:16]=1, predict the reaction product. The product is: [CH3:12][C:6]1([CH3:13])[C:5]2[C:9](=[CH:10][C:2]([C:18]3[CH:17]=[N:16][C:15]([CH3:14])=[N:20][CH:19]=3)=[CH:3][CH:4]=2)[NH:8][C:7]1=[O:11]. (2) Given the reactants CS(O[CH2:6][CH2:7][O:8][C:9]1[C:17]2[C:12](=[N:13][CH:14]=[N:15][C:16]=2[NH:18][C:19]2[CH:24]=[CH:23][C:22]([O:25][CH2:26][C:27]3[CH:32]=[CH:31][CH:30]=[C:29]([F:33])[CH:28]=3)=[C:21]([CH3:34])[CH:20]=2)[NH:11][N:10]=1)(=O)=O.[CH2:35]([N:37]1[CH2:42][CH2:41][NH:40][CH2:39][CH2:38]1)[CH3:36], predict the reaction product. The product is: [F:33][C:29]1[CH:28]=[C:27]([CH:32]=[CH:31][CH:30]=1)[CH2:26][O:25][C:22]1[CH:23]=[CH:24][C:19]([NH:18][C:16]2[N:15]=[CH:14][N:13]=[C:12]3[NH:11][N:10]=[C:9]([O:8][CH2:7][CH2:6][N:40]4[CH2:41][CH2:42][N:37]([CH2:35][CH3:36])[CH2:38][CH2:39]4)[C:17]=23)=[CH:20][C:21]=1[CH3:34].